Regression. Given two drug SMILES strings and cell line genomic features, predict the synergy score measuring deviation from expected non-interaction effect. From a dataset of NCI-60 drug combinations with 297,098 pairs across 59 cell lines. (1) Drug 1: C1=CC(=CC=C1CCCC(=O)O)N(CCCl)CCCl. Drug 2: CNC(=O)C1=NC=CC(=C1)OC2=CC=C(C=C2)NC(=O)NC3=CC(=C(C=C3)Cl)C(F)(F)F. Cell line: K-562. Synergy scores: CSS=61.5, Synergy_ZIP=-5.69, Synergy_Bliss=-7.91, Synergy_Loewe=-12.0, Synergy_HSA=-6.80. (2) Cell line: LOX IMVI. Drug 1: CCCCC(=O)OCC(=O)C1(CC(C2=C(C1)C(=C3C(=C2O)C(=O)C4=C(C3=O)C=CC=C4OC)O)OC5CC(C(C(O5)C)O)NC(=O)C(F)(F)F)O. Drug 2: C1=NC2=C(N1)C(=S)N=CN2. Synergy scores: CSS=72.8, Synergy_ZIP=3.39, Synergy_Bliss=2.99, Synergy_Loewe=-4.15, Synergy_HSA=3.30.